This data is from Full USPTO retrosynthesis dataset with 1.9M reactions from patents (1976-2016). The task is: Predict the reactants needed to synthesize the given product. Given the product [CH3:18][CH:17]([CH3:19])[CH2:16][N:15]1[C:5]2[C:4]3[CH:3]=[C:2]([CH:29]=[CH:28][CH2:27][CH2:26][C:20]4[CH:25]=[CH:24][CH:23]=[CH:22][CH:21]=4)[CH:11]=[CH:10][C:9]=3[N:8]=[C:7]([NH2:12])[C:6]=2[N:13]=[CH:14]1, predict the reactants needed to synthesize it. The reactants are: Br[C:2]1[CH:11]=[CH:10][C:9]2[N:8]=[C:7]([NH2:12])[C:6]3[N:13]=[CH:14][N:15]([CH2:16][CH:17]([CH3:19])[CH3:18])[C:5]=3[C:4]=2[CH:3]=1.[C:20]1([CH2:26][CH2:27][CH:28]=[CH2:29])[CH:25]=[CH:24][CH:23]=[CH:22][CH:21]=1.